Dataset: Full USPTO retrosynthesis dataset with 1.9M reactions from patents (1976-2016). Task: Predict the reactants needed to synthesize the given product. Given the product [Cl:1][C:2]1[CH:8]=[C:7]([O:9][C:10]2[C:11]3[N:18]([CH3:19])[CH:17]=[CH:16][C:12]=3[N:13]=[CH:14][N:15]=2)[CH:6]=[CH:5][C:3]=1[NH:4][C:27]([NH:36][C:37]1[CH:38]=[C:39]([C:44]([OH:50])([CH3:49])[C:45]([F:48])([F:46])[F:47])[CH:40]=[CH:41][C:42]=1[F:43])=[O:28], predict the reactants needed to synthesize it. The reactants are: [Cl:1][C:2]1[CH:8]=[C:7]([O:9][C:10]2[C:11]3[N:18]([CH3:19])[CH:17]=[CH:16][C:12]=3[N:13]=[CH:14][N:15]=2)[CH:6]=[CH:5][C:3]=1[NH2:4].N1C=CC=CC=1.Cl[C:27](OC1C=CC=CC=1)=[O:28].[NH2:36][C:37]1[CH:38]=[C:39]([C:44]([OH:50])([CH3:49])[C:45]([F:48])([F:47])[F:46])[CH:40]=[CH:41][C:42]=1[F:43].